The task is: Regression/Classification. Given a drug SMILES string, predict its absorption, distribution, metabolism, or excretion properties. Task type varies by dataset: regression for continuous measurements (e.g., permeability, clearance, half-life) or binary classification for categorical outcomes (e.g., BBB penetration, CYP inhibition). Dataset: pampa_ncats.. This data is from PAMPA (Parallel Artificial Membrane Permeability Assay) permeability data from NCATS. (1) The drug is CC1=CC2=C(C=C1)N=C(O2)NC3=NC(C4=C(N3)CCCC4=O)C5=C(C=NN5)Cl. The result is 1 (high permeability). (2) The compound is C1=COC(=C1)CNC(=O)C2=NN3C(=CC(=NC3=N2)C4=CC=CS4)C(F)(F)F. The result is 1 (high permeability). (3) The drug is CC1=CC=C(C=C1)S(=O)(=O)NC2=C(C=CN=C2)C(=O)NC3=NC(=CS3)C4=CC=CC(=C4)C. The result is 1 (high permeability). (4) The compound is C1CC(CCC1COC(C2=CC=CC=C2Cl)C3=CC4=NC=CC(=C4N3)C(=O)O)(F)F. The result is 1 (high permeability). (5) The molecule is CCOC1=C(C=C(C=C1)CCNC(=O)C2=CC3=C(N2CC4=CC=CC(=N4)C)C=NC=C3)OCC. The result is 0 (low-to-moderate permeability). (6) The drug is CCOC1=C(C=C(C=C1)CCNC(=O)C2=CC3=C(N2CC4=CC=CC(=C4)C)N=CC=C3)OCC. The result is 1 (high permeability). (7) The compound is CN(C)C1=CC=CC(=C1)C2=CN=C(S2)N3CCC(CC3)C4=NC=CN4. The result is 1 (high permeability).